From a dataset of Full USPTO retrosynthesis dataset with 1.9M reactions from patents (1976-2016). Predict the reactants needed to synthesize the given product. (1) Given the product [N:1]([C:12]([C:7]1[CH:8]=[C:9]([F:11])[CH:10]=[C:5]([F:4])[CH:6]=1)([CH3:14])[CH3:13])=[N+:2]=[N-:3], predict the reactants needed to synthesize it. The reactants are: [NH:1]=[N+:2]=[N-:3].[F:4][C:5]1[CH:6]=[C:7]([C:12](O)([CH3:14])[CH3:13])[CH:8]=[C:9]([F:11])[CH:10]=1.C(O)(C(F)(F)F)=O.[OH-].[Na+]. (2) Given the product [CH3:1][O:2][C:3]1[CH:11]=[C:10]2[C:6]([C:7]([CH2:18][C:19]3[CH:20]=[CH:21][CH:22]=[C:23]([C:25]([O:27][CH3:28])=[O:26])[N:24]=3)=[C:8]([C:12]3[CH:13]=[CH:14][CH:15]=[CH:16][CH:17]=3)[N:9]2[C:29]([O:31][C:32]([CH3:35])([CH3:34])[CH3:33])=[O:30])=[CH:5][CH:4]=1, predict the reactants needed to synthesize it. The reactants are: [CH3:1][O:2][C:3]1[CH:11]=[C:10]2[C:6]([C:7]([CH2:18][C:19]3[N:24]=[C:23]([C:25]([O:27][CH3:28])=[O:26])[CH:22]=[CH:21][CH:20]=3)=[C:8]([C:12]3[CH:17]=[CH:16][CH:15]=[CH:14][CH:13]=3)[NH:9]2)=[CH:5][CH:4]=1.[C:29](O[C:29]([O:31][C:32]([CH3:35])([CH3:34])[CH3:33])=[O:30])([O:31][C:32]([CH3:35])([CH3:34])[CH3:33])=[O:30]. (3) Given the product [ClH:18].[CH:1]1([N:5]2[CH2:10][CH2:9][NH:8][CH2:7][CH2:6]2)[CH2:4][CH2:3][CH2:2]1, predict the reactants needed to synthesize it. The reactants are: [CH:1]1([N:5]2[CH2:10][CH2:9][N:8](C(OC(C)(C)C)=O)[CH2:7][CH2:6]2)[CH2:4][CH2:3][CH2:2]1.[ClH:18]. (4) The reactants are: [F:1][C:2]1[CH:10]=[CH:9][C:8]([F:11])=[C:7]2[C:3]=1[C:4](=[O:27])[N:5]([CH2:13][CH:14]([C:21]1([CH3:26])OCC[O:22]1)[C:15]([O:17][CH2:18][CH:19]=[CH2:20])=[O:16])[C:6]2=[O:12].O.C1(C)C=CC(S(O)(=O)=O)=CC=1. Given the product [F:11][C:8]1[CH:9]=[CH:10][C:2]([F:1])=[C:3]2[C:7]=1[C:6](=[O:12])[N:5]([CH2:13][CH:14]([C:21](=[O:22])[CH3:26])[C:15]([O:17][CH2:18][CH:19]=[CH2:20])=[O:16])[C:4]2=[O:27], predict the reactants needed to synthesize it. (5) Given the product [CH3:22][C@H:23]([C:24](=[O:29])[C:2]1[CH:16]=[CH:15][C:5]2[N:6]=[C:7]([C:9]3[CH:14]=[CH:13][CH:12]=[CH:11][CH:10]=3)[O:8][C:4]=2[CH:3]=1)[CH2:27][C:26]([OH:28])=[O:25], predict the reactants needed to synthesize it. The reactants are: Br[C:2]1[CH:16]=[CH:15][C:5]2[N:6]=[C:7]([C:9]3[CH:14]=[CH:13][CH:12]=[CH:11][CH:10]=3)[O:8][C:4]=2[CH:3]=1.C([Li])CCC.[CH3:22][C@H:23]1[CH2:27][C:26](=[O:28])[O:25][C:24]1=[O:29].C(O)(=O)C. (6) Given the product [CH3:1][O:2][C:3]([C:5]1[CH2:10][CH2:9][CH2:8][C:7]2([CH2:15][CH2:14][CH2:13][CH2:12][CH2:11]2)[CH:6]=1)=[O:4], predict the reactants needed to synthesize it. The reactants are: [CH3:1][O:2][C:3]([C@@H:5]1[CH2:10][CH2:9][CH2:8][C:7]2([CH2:15][CH2:14][CH2:13][CH2:12][CH2:11]2)[C@H:6]1O)=[O:4].C(N(CC)CC)C.CS(Cl)(=O)=O.O. (7) Given the product [CH3:1][O:2][C:3](=[O:14])[C:4]1[CH:9]=[C:8]([O:10][CH3:11])[CH:7]=[C:6]([Br:12])[C:5]=1[O:13][CH3:17], predict the reactants needed to synthesize it. The reactants are: [CH3:1][O:2][C:3](=[O:14])[C:4]1[CH:9]=[C:8]([O:10][CH3:11])[CH:7]=[C:6]([Br:12])[C:5]=1[OH:13].CI.[C:17](=O)([O-])[O-].[K+].[K+].O. (8) The reactants are: [Cl:1][C:2]1[N:7]=[C:6]([Cl:8])[C:5]([CH3:9])=[C:4](Cl)[N:3]=1.Cl.[O:12]1[CH2:16][CH2:15][C@@H:14]([NH2:17])[CH2:13]1.CCN(CC)CC. Given the product [Cl:1][C:2]1[N:3]=[C:4]([NH:17][C@@H:14]2[CH2:15][CH2:16][O:12][CH2:13]2)[C:5]([CH3:9])=[C:6]([Cl:8])[N:7]=1, predict the reactants needed to synthesize it. (9) Given the product [Cl:1][C:2]1[CH:3]=[C:4]([CH:9]=[C:10]([CH:28]2[CH2:23][CH2:22]2)[CH:11]=1)[C:5]([O:7][CH3:8])=[O:6], predict the reactants needed to synthesize it. The reactants are: [Cl:1][C:2]1[CH:3]=[C:4]([CH:9]=[C:10](I)[CH:11]=1)[C:5]([O:7][CH3:8])=[O:6].CN1CCN(C)C1=O.C(O)(=O)[CH2:22][C:23]([CH2:28]C(O)=O)(C(O)=O)O.[Br-]. (10) Given the product [ClH:20].[ClH:20].[N:1]1([CH:6]2[CH2:9][N:8]([CH2:10][CH2:11][NH2:12])[CH2:7]2)[CH2:2][CH2:3][CH2:4][CH2:5]1, predict the reactants needed to synthesize it. The reactants are: [N:1]1([CH:6]2[CH2:9][N:8]([CH2:10][CH2:11][NH:12]C(=O)OC(C)(C)C)[CH2:7]2)[CH2:5][CH2:4][CH2:3][CH2:2]1.[ClH:20].